This data is from Peptide-MHC class II binding affinity with 134,281 pairs from IEDB. The task is: Regression. Given a peptide amino acid sequence and an MHC pseudo amino acid sequence, predict their binding affinity value. This is MHC class II binding data. The peptide sequence is INTPTAAAIAYGLDR. The MHC is HLA-DQA10501-DQB10301 with pseudo-sequence HLA-DQA10501-DQB10301. The binding affinity (normalized) is 0.665.